From a dataset of hERG potassium channel inhibition data for cardiac toxicity prediction from Karim et al.. Regression/Classification. Given a drug SMILES string, predict its toxicity properties. Task type varies by dataset: regression for continuous values (e.g., LD50, hERG inhibition percentage) or binary classification for toxic/non-toxic outcomes (e.g., AMES mutagenicity, cardiotoxicity, hepatotoxicity). Dataset: herg_karim. (1) The molecule is O=C(c1ccc(Cl)cc1)N1CCC2(CCN(Cc3cccc(Oc4ccccc4)c3)CC2)CC1. The result is 1 (blocker). (2) The molecule is Cc1ncn(-c2cc(Cl)c(C(=O)NC[C@@H](c3cccc(F)c3)c3nc4c(C)cc(Cl)cc4[nH]3)c(Cl)c2)n1. The result is 1 (blocker). (3) The molecule is O=C(CNC(=O)c1ccc(C(F)(F)F)cc1)NC1CN([C@H]2CC[C@H](c3ccc4c(c3)OCO4)CC2)C1. The result is 1 (blocker).